Dataset: Catalyst prediction with 721,799 reactions and 888 catalyst types from USPTO. Task: Predict which catalyst facilitates the given reaction. Reactant: [F:1][C:2]1[CH:9]=[CH:8][C:5]([CH:6]=O)=[CH:4][CH:3]=1.C(OP([CH2:18][C:19]([O:21][CH2:22][CH3:23])=[O:20])(OCC)=O)C.[O-]CC.[Na+].C(O)C.O. Product: [F:1][C:2]1[CH:9]=[CH:8][C:5](/[CH:6]=[CH:18]/[C:19]([O:21][CH2:22][CH3:23])=[O:20])=[CH:4][CH:3]=1. The catalyst class is: 7.